This data is from Reaction yield outcomes from USPTO patents with 853,638 reactions. The task is: Predict the reaction yield, written as a fraction of the theoretical maximum amount of product (1.0 means a 100% yield; for example, 0.34 means a 34% yield). (1) The reactants are [OH-].[K+].C(=O)(OC)[O:4][C:5]1[CH:10]=[C:9]([N+:11]([O-:13])=[O:12])[C:8]([C:14]([CH3:17])([CH3:16])[CH3:15])=[CH:7][C:6]=1[Cl:18].Cl. The catalyst is CO. The product is [C:14]([C:8]1[C:9]([N+:11]([O-:13])=[O:12])=[CH:10][C:5]([OH:4])=[C:6]([Cl:18])[CH:7]=1)([CH3:17])([CH3:15])[CH3:16]. The yield is 0.680. (2) The reactants are [CH3:1][C:2]1[C:6]([C:7]([O:9][CH3:10])=[O:8])=[CH:5][NH:4][N:3]=1.[F:11][C:12]([F:24])([F:23])[O:13][C:14]1[CH:19]=[CH:18][C:17](B(O)O)=[CH:16][CH:15]=1. The yield is 0.270. The product is [CH3:1][C:2]1[C:6]([C:7]([O:9][CH3:10])=[O:8])=[CH:5][N:4]([C:17]2[CH:16]=[CH:15][C:14]([O:13][C:12]([F:11])([F:23])[F:24])=[CH:19][CH:18]=2)[N:3]=1. No catalyst specified. (3) The reactants are F[C:2]1[CH:7]=[CH:6][C:5]([C:8]2[O:9][C:10]([C:13]3[C:14]([C:19]4[CH:24]=[CH:23][CH:22]=[CH:21][CH:20]=4)=[N:15][O:16][C:17]=3[CH3:18])=[N:11][N:12]=2)=[C:4]([O:25][CH3:26])[CH:3]=1.[NH:27]1[CH2:32][CH2:31][S:30][CH2:29][CH2:28]1. The catalyst is CS(C)=O. The product is [CH3:26][O:25][C:4]1[CH:3]=[C:2]([N:27]2[CH2:32][CH2:31][S:30][CH2:29][CH2:28]2)[CH:7]=[CH:6][C:5]=1[C:8]1[O:9][C:10]([C:13]2[C:14]([C:19]3[CH:24]=[CH:23][CH:22]=[CH:21][CH:20]=3)=[N:15][O:16][C:17]=2[CH3:18])=[N:11][N:12]=1. The yield is 0.660. (4) The reactants are [OH:1][C:2]1[CH:3]=[C:4]([CH:8]=[CH:9][N:10]=1)[C:5]([OH:7])=O.[F:11][C:12]1[CH:17]=[CH:16][C:15]([CH:18]([C:22]2[CH:27]=[CH:26][C:25]([F:28])=[CH:24][CH:23]=2)[CH2:19][CH2:20][NH2:21])=[CH:14][CH:13]=1. No catalyst specified. The product is [F:11][C:12]1[CH:17]=[CH:16][C:15]([CH:18]([C:22]2[CH:23]=[CH:24][C:25]([F:28])=[CH:26][CH:27]=2)[CH2:19][CH2:20][NH:21][C:5](=[O:7])[C:4]2[CH:8]=[CH:9][N:10]=[C:2]([OH:1])[CH:3]=2)=[CH:14][CH:13]=1. The yield is 0.183. (5) The reactants are [Br:1][C:2]1[CH:3]=[C:4]2[C:9](=[CH:10][CH:11]=1)[N+:8]([O-])=[CH:7][CH:6]=[CH:5]2.O=S(Cl)[Cl:15]. No catalyst specified. The product is [Cl:15][C:7]1[CH:6]=[CH:5][C:4]2[C:9](=[CH:10][CH:11]=[C:2]([Br:1])[CH:3]=2)[N:8]=1. The yield is 0.301. (6) The reactants are NC1(C2C=CC(C3C(=O)C4C(OC=3C3C=CC=CC=3)=C3C(=CC=4)NN=C3)=CC=2)CCC1.C(OC(=O)[NH:38][C:39]1([C:43]2[CH:48]=[CH:47][C:46]([C:49]3[C:62](=[O:63])[C:61]4[C:52](=[C:53]5[C:58](=[CH:59][CH:60]=4)[NH:57][C:56](=[O:64])[CH2:55][O:54]5)[O:51][C:50]=3[C:65]3[CH:70]=[CH:69][CH:68]=[CH:67][CH:66]=3)=[CH:45][CH:44]=2)[CH2:42][CH2:41][CH2:40]1)(C)(C)C. No catalyst specified. The product is [NH2:38][C:39]1([C:43]2[CH:44]=[CH:45][C:46]([C:49]3[C:62](=[O:63])[C:61]4[C:52](=[C:53]5[C:58](=[CH:59][CH:60]=4)[NH:57][C:56](=[O:64])[CH2:55][O:54]5)[O:51][C:50]=3[C:65]3[CH:70]=[CH:69][CH:68]=[CH:67][CH:66]=3)=[CH:47][CH:48]=2)[CH2:42][CH2:41][CH2:40]1. The yield is 0.580. (7) The reactants are Br[C:2]1[CH:3]=[C:4]([N:12]2[CH:16]=[CH:15][N:14]=[CH:13]2)[CH:5]=[C:6]([C:8]([CH3:11])([CH3:10])[CH3:9])[CH:7]=1.[C:17]([C:21]1[CH:26]=[CH:25][N:24]=[C:23]([N:27]2[C:39]3[CH:38]=[C:37]([OH:40])[CH:36]=[CH:35][C:34]=3[C:33]3[C:28]2=[CH:29][CH:30]=[CH:31][CH:32]=3)[CH:22]=1)([CH3:20])([CH3:19])[CH3:18].N1C=CC=CC=1C(O)=O.[O-]P([O-])([O-])=O.[K+].[K+].[K+]. The catalyst is CS(C)=O.[Cu]I. The product is [C:8]([C:6]1[CH:7]=[C:2]([CH:3]=[C:4]([N:12]2[CH:16]=[CH:15][N:14]=[CH:13]2)[CH:5]=1)[O:40][C:37]1[CH:36]=[CH:35][C:34]2[C:33]3[C:28](=[CH:29][CH:30]=[CH:31][CH:32]=3)[N:27]([C:23]3[CH:22]=[C:21]([C:17]([CH3:20])([CH3:19])[CH3:18])[CH:26]=[CH:25][N:24]=3)[C:39]=2[CH:38]=1)([CH3:11])([CH3:10])[CH3:9]. The yield is 0.810.